From a dataset of Full USPTO retrosynthesis dataset with 1.9M reactions from patents (1976-2016). Predict the reactants needed to synthesize the given product. (1) Given the product [Cl:1][C:2]1[C:11]([O:12][CH:13]2[CH2:14][CH2:15][C:16](=[O:17])[CH2:21][CH2:22]2)=[CH:10][CH:9]=[C:8]2[C:3]=1[CH:4]=[CH:5][N:6]=[CH:7]2, predict the reactants needed to synthesize it. The reactants are: [Cl:1][C:2]1[C:11]([O:12][CH:13]2[CH2:22][CH2:21][C:16]3(OCC[O:17]3)[CH2:15][CH2:14]2)=[CH:10][CH:9]=[C:8]2[C:3]=1[CH:4]=[CH:5][N:6]=[CH:7]2.C(O)(C(F)(F)F)=O. (2) Given the product [CH2:1]([O:3][C:4]1[CH:12]=[CH:11][C:7]([C:8]([N:61]2[CH2:62][CH2:63][C:58]3([C:49]4[CH:48]=[N:47][N:46]([CH3:45])[C:50]=4[C:51]4[CH:52]=[CH:53][CH:54]=[CH:55][C:56]=4[O:57]3)[CH2:59][CH2:60]2)=[O:10])=[C:6]([OH:13])[CH:5]=1)[CH3:2], predict the reactants needed to synthesize it. The reactants are: [CH2:1]([O:3][C:4]1[CH:12]=[CH:11][C:7]([C:8]([OH:10])=O)=[C:6]([OH:13])[CH:5]=1)[CH3:2].CN(C(ON1N=NC2C=CC=NC1=2)=[N+](C)C)C.F[P-](F)(F)(F)(F)F.C(N(CC)CC)C.[CH3:45][N:46]1[C:50]2[C:51]3[CH:52]=[CH:53][CH:54]=[CH:55][C:56]=3[O:57][C:58]3([CH2:63][CH2:62][NH:61][CH2:60][CH2:59]3)[C:49]=2[CH:48]=[N:47]1. (3) Given the product [Cl:1][C:2]1[CH:3]=[CH:4][C:5]([NH:11][C:12]2[C:20]3[C:15](=[CH:16][N:17]=[CH:18][CH:19]=3)[O:14][C:13]=2[C:21]2[O:22][CH:25]=[N:24][N:23]=2)=[C:6]2[C:10]=1[NH:9][N:8]=[CH:7]2, predict the reactants needed to synthesize it. The reactants are: [Cl:1][C:2]1[CH:3]=[CH:4][C:5]([NH:11][C:12]2[C:20]3[C:15](=[CH:16][N:17]=[CH:18][CH:19]=3)[O:14][C:13]=2[C:21]([NH:23][NH2:24])=[O:22])=[C:6]2[C:10]=1[NH:9][N:8]=[CH:7]2.[C:25](O)(=O)C. (4) Given the product [ClH:6].[ClH:6].[C:15]([CH:14]1[CH2:13][S:12][C@H:11]([C:1](=[O:5])[CH3:2])[N:10]1[NH:33][C@H:30]1[CH2:29][CH2:28][C@H:27]([NH:26][C:23]2[CH:22]=[CH:21][C:20]([N+:17]([O-:19])=[O:18])=[CH:25][N:24]=2)[CH2:32][CH2:31]1)#[N:16], predict the reactants needed to synthesize it. The reactants are: [C:1](#N)[CH3:2].C[OH:5].[Cl:6]CC([N:10]1[C@H:14]([C:15]#[N:16])[CH2:13][S:12][CH2:11]1)=O.[N+:17]([C:20]1[CH:21]=[CH:22][C:23]([NH:26][C@H:27]2[CH2:32][CH2:31][C@H:30]([NH2:33])[CH2:29][CH2:28]2)=[N:24][CH:25]=1)([O-:19])=[O:18].